From a dataset of Full USPTO retrosynthesis dataset with 1.9M reactions from patents (1976-2016). Predict the reactants needed to synthesize the given product. Given the product [F:1][C:2]1[CH:7]=[C:6]([I:8])[CH:5]=[CH:4][C:3]=1[NH:9][C:14]1[N:15]([CH3:34])[C:16](=[O:33])[CH:17]=[C:18]([O:19][C:20]2[CH:25]=[CH:24][CH:23]=[C:22]([O:26][C@@H:27]3[CH2:31][CH2:30][O:29][CH2:28]3)[C:21]=2[CH3:32])[C:13]=1[C:12]([NH:11][CH2:36][C:37]1[CH:38]=[CH:39][C:40]([O:43][CH3:44])=[CH:41][CH:42]=1)=[O:35], predict the reactants needed to synthesize it. The reactants are: [F:1][C:2]1[CH:7]=[C:6]([I:8])[CH:5]=[CH:4][C:3]=1[N:9]1[C:14]2[N:15]([CH3:34])[C:16](=[O:33])[CH:17]=[C:18]([O:19][C:20]3[CH:25]=[CH:24][CH:23]=[C:22]([O:26][C@@H:27]4[CH2:31][CH2:30][O:29][CH2:28]4)[C:21]=3[CH3:32])[C:13]=2[C:12](=[O:35])[N:11]([CH2:36][C:37]2[CH:42]=[CH:41][C:40]([O:43][CH3:44])=[CH:39][CH:38]=2)C1=O.[OH-].[Li+].